Task: Predict the product of the given reaction.. Dataset: Forward reaction prediction with 1.9M reactions from USPTO patents (1976-2016) Given the reactants Cl[C:2]1[CH:9]=[CH:8][C:5]([C:6]#[N:7])=[CH:4][C:3]=1[N+:10]([O-:12])=[O:11].[CH:13]1([C:16]([N:18]2[CH2:22][CH2:21][C@@H:20]([CH2:23][NH2:24])[CH2:19]2)=[O:17])[CH2:15][CH2:14]1.CCN(C(C)C)C(C)C, predict the reaction product. The product is: [CH:13]1([C:16]([N:18]2[CH2:22][CH2:21][C@@H:20]([CH2:23][NH:24][C:2]3[CH:9]=[CH:8][C:5]([C:6]#[N:7])=[CH:4][C:3]=3[N+:10]([O-:12])=[O:11])[CH2:19]2)=[O:17])[CH2:14][CH2:15]1.